From a dataset of Peptide-MHC class I binding affinity with 185,985 pairs from IEDB/IMGT. Regression. Given a peptide amino acid sequence and an MHC pseudo amino acid sequence, predict their binding affinity value. This is MHC class I binding data. (1) The peptide sequence is WAIIPLSASV. The MHC is HLA-A02:01 with pseudo-sequence HLA-A02:01. The binding affinity (normalized) is 0.431. (2) The peptide sequence is LASAIQKAHE. The MHC is HLA-B58:01 with pseudo-sequence HLA-B58:01. The binding affinity (normalized) is 0.279. (3) The peptide sequence is YSDNEMLTH. The MHC is HLA-B46:01 with pseudo-sequence HLA-B46:01. The binding affinity (normalized) is 0.0847. (4) The peptide sequence is ESEMIIPKNF. The MHC is HLA-A01:01 with pseudo-sequence HLA-A01:01. The binding affinity (normalized) is 0.